Predict the reaction yield, written as a fraction of the theoretical maximum amount of product (1.0 means a 100% yield; for example, 0.34 means a 34% yield). From a dataset of Reaction yield outcomes from USPTO patents with 853,638 reactions. (1) The reactants are [CH3:1][CH:2]([CH3:38])[C@H:3]([N:7]1[CH2:15][C:14]2[C:9](=[CH:10][C:11]([C:16]3[CH:21]=[CH:20][C:19]([NH:22][C:23](=[O:36])[C:24]4[CH:29]=[CH:28][C:27]([N:30]5[CH2:35][CH2:34]O[CH2:32][CH2:31]5)=[N:26][CH:25]=4)=[CH:18][CH:17]=3)=[CH:12][CH:13]=2)[C:8]1=[O:37])[C:4]([OH:6])=[O:5].CC(C)[C@H](N1CC2C(=CC(C3C=CC(NC(=O)C4C=CC(N5CCCC5)=NC=4)=CC=3)=CC=2)C1=O)C(OC)=O. No catalyst specified. The product is [CH3:38][CH:2]([CH3:1])[C@H:3]([N:7]1[CH2:15][C:14]2[C:9](=[CH:10][C:11]([C:16]3[CH:17]=[CH:18][C:19]([NH:22][C:23](=[O:36])[C:24]4[CH:29]=[CH:28][C:27]([N:30]5[CH2:31][CH2:32][CH2:34][CH2:35]5)=[N:26][CH:25]=4)=[CH:20][CH:21]=3)=[CH:12][CH:13]=2)[C:8]1=[O:37])[C:4]([OH:6])=[O:5]. The yield is 0.670. (2) The reactants are [OH:1][C:2]1[CH:10]=[CH:9][C:8]([C:11]2[N:12]([C:27]([O:29][C:30]([CH3:33])([CH3:32])[CH3:31])=[O:28])[C:13]3[C:18]([CH:19]=2)=[CH:17][C:16]([CH2:20][N:21]2[CH2:26][CH2:25][CH2:24][CH2:23][CH2:22]2)=[CH:15][CH:14]=3)=[C:7]2[C:3]=1[CH2:4][NH:5][C:6]2=[O:34].C(N(CC)CC)C.[Cl:42][C:43]1[C:44]([F:54])=[CH:45][C:46]([F:53])=[C:47]([S:49](Cl)(=[O:51])=[O:50])[CH:48]=1. The catalyst is C(#N)C. The product is [F:53][C:46]1[CH:45]=[C:44]([F:54])[C:43]([Cl:42])=[CH:48][C:47]=1[S:49]([O:1][C:2]1[CH:10]=[CH:9][C:8]([C:11]2[N:12]([C:27]([O:29][C:30]([CH3:31])([CH3:33])[CH3:32])=[O:28])[C:13]3[C:18]([CH:19]=2)=[CH:17][C:16]([CH2:20][N:21]2[CH2:26][CH2:25][CH2:24][CH2:23][CH2:22]2)=[CH:15][CH:14]=3)=[C:7]2[C:3]=1[CH2:4][NH:5][C:6]2=[O:34])(=[O:51])=[O:50]. The yield is 0.280.